Task: Regression/Classification. Given a drug SMILES string, predict its absorption, distribution, metabolism, or excretion properties. Task type varies by dataset: regression for continuous measurements (e.g., permeability, clearance, half-life) or binary classification for categorical outcomes (e.g., BBB penetration, CYP inhibition). For this dataset (clearance_hepatocyte_az), we predict log10(clearance) (log10 of the in vitro intrinsic clearance, CLint, in uL/min per 10^6 hepatocytes; values are censored to the assay range of 3 to 150, which is 0.477 to 2.18 on this log10 scale).. Dataset: Hepatocyte clearance measurements from AstraZeneca (1) The compound is CC[C@H](N)C(=O)N[C@H](C#N)Cc1ccc(-c2ccccc2)cc1. The log10(clearance) is 1.96. (2) The drug is COc1cc2ncnc(Nc3cc4ccccc4cn3)c2cc1OC. The log10(clearance) is 0.480. (3) The molecule is CNS(=O)(=O)Cc1ccc2[nH]cc(CCN(C)C)c2c1. The log10(clearance) is 0.900. (4) The compound is O=c1cc(-c2cccnc2)[nH]c2cc(C(O)c3ccccc3)ccc12. The log10(clearance) is 1.66. (5) The drug is CCC(C)(C)C(=O)O[C@H]1C[C@@H](C)C=C2C=C[C@H](C)[C@H](CC[C@@H](O)C[C@@H](O)CC(=O)O)[C@H]21. The log10(clearance) is 1.67. (6) The compound is O=C(Nc1ccccc1)c1ccc2cccc(O)c2n1. The log10(clearance) is 2.14. (7) The compound is CN(CCOc1ccc(NS(C)(=O)=O)cc1)CCc1ccc(NS(C)(=O)=O)cc1. The log10(clearance) is 1.12.